Dataset: Full USPTO retrosynthesis dataset with 1.9M reactions from patents (1976-2016). Task: Predict the reactants needed to synthesize the given product. (1) Given the product [Cl:1][C:2]1[N:7]=[C:6]2[O:15][C:10]3[CH:11]=[CH:12][CH:13]=[CH:14][C:9]=3[C:5]2=[CH:4][CH:3]=1, predict the reactants needed to synthesize it. The reactants are: [Cl:1][C:2]1[N:7]=[C:6](N)[C:5]([C:9]2[CH:14]=[CH:13][CH:12]=[CH:11][C:10]=2[O:15]C)=[CH:4][CH:3]=1.S(=O)(=O)(O)O.C(ON=O)(C)(C)C. (2) Given the product [CH3:39][O:38][C:36](=[O:37])[C:35]1[CH:41]=[CH:42][CH:43]=[C:33]([N:12]2[C:13]3[C:18](=[CH:17][CH:16]=[CH:15][CH:14]=3)[C@:10]3([CH2:9][C@H:8]3[C:5]3[CH:4]=[CH:3][C:2]([Cl:1])=[CH:7][CH:6]=3)[C:11]2=[O:19])[CH:34]=1, predict the reactants needed to synthesize it. The reactants are: [Cl:1][C:2]1[CH:7]=[CH:6][C:5]([C@@H:8]2[C@:10]3([C:18]4[C:13](=[CH:14][CH:15]=[CH:16][CH:17]=4)[NH:12][C:11]3=[O:19])[CH2:9]2)=[CH:4][CH:3]=1.C([O-])([O-])=O.[K+].[K+].CNCCNC.I[C:33]1[CH:34]=[C:35]([CH:41]=[CH:42][CH:43]=1)[C:36]([O:38][CH2:39]C)=[O:37]. (3) Given the product [CH2:30]([N:10]1[C:11]2[C:16](=[CH:15][CH:14]=[CH:13][CH:12]=2)[C:8](=[CH:7][C:3]2[N:2]([CH3:1])[CH:6]=[CH:5][N:4]=2)[C:9]1=[O:17])[C:31]1[CH:36]=[CH:35][CH:34]=[CH:33][CH:32]=1, predict the reactants needed to synthesize it. The reactants are: [CH3:1][N:2]1[CH:6]=[CH:5][N:4]=[C:3]1[CH:7]=[C:8]1[C:16]2[C:11](=[CH:12][CH:13]=[CH:14][CH:15]=2)[NH:10][C:9]1=[O:17].CN(C=O)C.C(=O)([O-])[O-].[K+].[K+].Br[CH2:30][C:31]1[CH:36]=[CH:35][CH:34]=[CH:33][CH:32]=1. (4) Given the product [Cl:1][C:2]1[CH:3]=[C:4]([CH:9]=[CH:10][C:11]=1[N:12]1[C:17]([CH3:18])=[CH:16][C:15]([O:19][CH2:24][C:23]2[CH:26]=[CH:27][C:28]([F:30])=[CH:29][C:22]=2[F:21])=[CH:14][C:13]1=[O:20])[C:5]([O:7][CH3:8])=[O:6], predict the reactants needed to synthesize it. The reactants are: [Cl:1][C:2]1[CH:3]=[C:4]([CH:9]=[CH:10][C:11]=1[N:12]1[C:17]([CH3:18])=[CH:16][C:15]([OH:19])=[CH:14][C:13]1=[O:20])[C:5]([O:7][CH3:8])=[O:6].[F:21][C:22]1[CH:29]=[C:28]([F:30])[CH:27]=[CH:26][C:23]=1[CH2:24]Br.C([O-])([O-])=O.[K+].[K+].O.